This data is from Forward reaction prediction with 1.9M reactions from USPTO patents (1976-2016). The task is: Predict the product of the given reaction. (1) Given the reactants I[C:2]1[CH:9]=[C:8]([S:10]([F:15])([F:14])([F:13])([F:12])[F:11])[CH:7]=[C:4]([C:5]#[N:6])[C:3]=1[C:16]#[N:17].[C:18]1([OH:24])[CH:23]=[CH:22][CH:21]=[CH:20][CH:19]=1.C(=O)([O-])[O-].[Cs+].[Cs+].CN1CCCC1=O, predict the reaction product. The product is: [O:24]([C:2]1[CH:9]=[C:8]([S:10]([F:15])([F:14])([F:13])([F:12])[F:11])[CH:7]=[C:4]([C:5]#[N:6])[C:3]=1[C:16]#[N:17])[C:18]1[CH:23]=[CH:22][CH:21]=[CH:20][CH:19]=1. (2) Given the reactants [Cl:1][C:2]1[CH:3]=[C:4]([CH2:10][F:11])[C:5]([CH:8]=C)=[N:6][CH:7]=1.I([O-])(=O)(=O)=[O:13].[Na+], predict the reaction product. The product is: [Cl:1][C:2]1[CH:3]=[C:4]([CH2:10][F:11])[C:5]([CH:8]=[O:13])=[N:6][CH:7]=1. (3) Given the reactants [F:1][C:2]1[CH:7]=[CH:6][C:5]([C:8]2[N:9]=[C:10]3[CH:15]=[CH:14][CH:13]=[N:12][N:11]3[C:16]=2[C:17]2[CH:22]=[CH:21][N:20]=[C:19]([NH2:23])[CH:18]=2)=[CH:4][C:3]=1[CH3:24].C(N(CC)CC)C.Cl.[C:33](Cl)(=[O:40])[C:34]1[CH:39]=[CH:38][N:37]=[CH:36][CH:35]=1.C(=O)([O-])O.[Na+], predict the reaction product. The product is: [F:1][C:2]1[CH:7]=[CH:6][C:5]([C:8]2[N:9]=[C:10]3[CH:15]=[CH:14][CH:13]=[N:12][N:11]3[C:16]=2[C:17]2[CH:22]=[CH:21][N:20]=[C:19]([NH:23][C:33](=[O:40])[C:34]3[CH:39]=[CH:38][N:37]=[CH:36][CH:35]=3)[CH:18]=2)=[CH:4][C:3]=1[CH3:24]. (4) Given the reactants Br[C:2]1[S:3][C:4]([C:7]([O:9][CH3:10])=[O:8])=[CH:5][N:6]=1.C([O-])([O-])=O.[Cs+].[Cs+].C1C=CC(P(C2C(C3C(P(C4C=CC=CC=4)C4C=CC=CC=4)=CC=C4C=3C=CC=C4)=C3C(C=CC=C3)=CC=2)C2C=CC=CC=2)=CC=1.[CH3:63][N:64]1[CH2:69][CH2:68][NH:67][CH2:66][CH2:65]1, predict the reaction product. The product is: [CH3:63][N:64]1[CH2:69][CH2:68][N:67]([C:2]2[S:3][C:4]([C:7]([O:9][CH3:10])=[O:8])=[CH:5][N:6]=2)[CH2:66][CH2:65]1. (5) Given the reactants Cl[C:2]1C=C(Cl)C=C[C:3]=1C1N=C(CC)C(N[C@@H]2C3C(=CC=CC=3)C[C@@H]2OCC)=NC=1CC.[Cl:32][C:33]1[CH:38]=[C:37]([O:39][CH3:40])[CH:36]=[CH:35][C:34]=1[C:41]1[N:42]=[C:43]([CH2:56][CH3:57])[C:44]([NH:49][C@H:50]2[CH2:54][O:53][CH2:52][C@H:51]2[OH:55])=[N:45][C:46]=1[CH2:47][CH3:48], predict the reaction product. The product is: [Cl:32][C:33]1[CH:38]=[C:37]([O:39][CH3:40])[CH:36]=[CH:35][C:34]=1[C:41]1[N:42]=[C:43]([CH2:56][CH3:57])[C:44]([NH:49][C@H:50]2[C@@H:51]([O:55][CH2:2][CH3:3])[CH2:52][O:53][CH2:54]2)=[N:45][C:46]=1[CH2:47][CH3:48]. (6) Given the reactants [NH4+].[Cl-].[CH:3]1([N:6]2[CH2:12][CH2:11][C:10]3[CH:13]=[C:14]([N+:17]([O-])=O)[CH:15]=[CH:16][C:9]=3[CH2:8][CH2:7]2)[CH2:5][CH2:4]1, predict the reaction product. The product is: [CH:3]1([N:6]2[CH2:12][CH2:11][C:10]3[CH:13]=[C:14]([NH2:17])[CH:15]=[CH:16][C:9]=3[CH2:8][CH2:7]2)[CH2:4][CH2:5]1. (7) Given the reactants [CH3:1][O:2][C:3]1[CH:8]=[CH:7][CH:6]=[CH:5][C:4]=1[CH2:9][CH:10]([CH3:15])[CH2:11][C:12](O)=[O:13].C(Cl)(=O)C([Cl:19])=O, predict the reaction product. The product is: [CH3:1][O:2][C:3]1[CH:8]=[CH:7][CH:6]=[CH:5][C:4]=1[CH2:9][CH:10]([CH3:15])[CH2:11][C:12]([Cl:19])=[O:13]. (8) Given the reactants C([O:3][C:4]([C:6]1[NH:7][C:8]2[C:13]([CH:14]=1)=[CH:12][C:11]([C:15]1[CH:20]=[C:19]([Cl:21])[CH:18]=[C:17]([Cl:22])[CH:16]=1)=[CH:10][CH:9]=2)=[O:5])C.[CH:23]([O:26][C:27]1[CH:32]=[CH:31][C:30](B(O)O)=[CH:29][CH:28]=1)([CH3:25])[CH3:24], predict the reaction product. The product is: [Cl:22][C:17]1[CH:16]=[C:15]([C:11]2[CH:12]=[C:13]3[C:8](=[CH:9][CH:10]=2)[N:7]([C:30]2[CH:31]=[CH:32][C:27]([O:26][CH:23]([CH3:25])[CH3:24])=[CH:28][CH:29]=2)[C:6]([C:4]([OH:3])=[O:5])=[CH:14]3)[CH:20]=[C:19]([Cl:21])[CH:18]=1. (9) Given the reactants [NH:1]1[CH2:6][CH2:5][C:4]2([O:11][C:10]3[C:12]4[C:17]([C:18](=[O:21])[C:19](=[O:20])[C:9]=3[S:8][CH2:7]2)=[CH:16][CH:15]=[CH:14][CH:13]=4)[CH2:3][CH2:2]1.[CH2:22]([O:29][CH2:30][CH:31]1[CH2:33][O:32]1)[C:23]1[CH:28]=[CH:27][CH:26]=[CH:25][CH:24]=1, predict the reaction product. The product is: [CH2:22]([O:29][CH2:30][CH:31]([OH:32])[CH2:33][N:1]1[CH2:2][CH2:3][C:4]2([O:11][C:10]3[C:12]4[C:17]([C:18](=[O:21])[C:19](=[O:20])[C:9]=3[S:8][CH2:7]2)=[CH:16][CH:15]=[CH:14][CH:13]=4)[CH2:5][CH2:6]1)[C:23]1[CH:28]=[CH:27][CH:26]=[CH:25][CH:24]=1.